From a dataset of Catalyst prediction with 721,799 reactions and 888 catalyst types from USPTO. Predict which catalyst facilitates the given reaction. (1) Reactant: OOS([O-])=O.[K+].[CH3:7][O:8][C:9](=[O:24])[C:10]([CH3:23])([CH3:22])[CH2:11][C:12]1[CH:17]=[C:16]([CH3:18])[C:15]([CH:19]=O)=[C:14]([CH3:21])[CH:13]=1.ClC1C=C(N[C:33]2[O:37][C:36]([C:38]3[CH:39]=[CH:40][C:41]4[N:45]=C(C5C(C)=CC(CCC(O)=O)=CC=5C)[NH:43][C:42]=4[CH:59]=3)=[N:35][N:34]=2)C=CC=1.CN([CH:63]=[O:64])C. The catalyst class is: 6. Product: [CH3:7][O:8][C:9](=[O:24])[C:10]([CH3:23])([CH3:22])[CH2:11][C:12]1[CH:17]=[C:16]([CH3:18])[C:15]([C:19]2[NH:45][C:41]3[CH:40]=[CH:39][C:38]([C:36]4[O:37][C:33]([C:12]5[CH:17]=[CH:16][C:15]([O:64][CH3:63])=[CH:14][CH:13]=5)=[N:34][N:35]=4)=[CH:59][C:42]=3[N:43]=2)=[C:14]([CH3:21])[CH:13]=1. (2) Reactant: [CH3:1][O:2][C:3]1[CH:12]=[CH:11][C:10]([S:13](Cl)(=[O:15])=[O:14])=[C:9]2[C:4]=1[CH2:5][C@@H:6]([N:17]([CH3:24])[C:18](=[O:23])[C:19]([F:22])([F:21])[F:20])[CH2:7][O:8]2.[NH2:25][C:26]1[CH:35]=[CH:34][C:33]2[C:28](=[CH:29][CH:30]=[CH:31][CH:32]=2)[N:27]=1.CCN(C(C)C)C(C)C.N1C=CC=CC=1. Product: [F:20][C:19]([F:22])([F:21])[C:18]([N:17]([C@@H:6]1[CH2:5][C:4]2[C:9](=[C:10]([S:13]([NH:25][C:26]3[CH:35]=[CH:34][C:33]4[C:28](=[CH:29][CH:30]=[CH:31][CH:32]=4)[N:27]=3)(=[O:15])=[O:14])[CH:11]=[CH:12][C:3]=2[O:2][CH3:1])[O:8][CH2:7]1)[CH3:24])=[O:23]. The catalyst class is: 22. (3) Reactant: [C:1]([CH:3]([CH:9]1[CH2:11][CH2:10]1)[C:4]([O:6][CH2:7][CH3:8])=[O:5])#[N:2].Br[CH2:13][CH2:14][NH:15][C:16](=[O:25])[O:17][CH2:18][C:19]1[CH:24]=[CH:23][CH:22]=[CH:21][CH:20]=1.C(=O)([O-])[O-].[K+].[K+].O. Product: [CH2:18]([O:17][C:16]([NH:15][CH2:14][CH2:13][C:3]([C:1]#[N:2])([CH:9]1[CH2:10][CH2:11]1)[C:4]([O:6][CH2:7][CH3:8])=[O:5])=[O:25])[C:19]1[CH:24]=[CH:23][CH:22]=[CH:21][CH:20]=1. The catalyst class is: 9. (4) Reactant: [C:1]12C[CH:5]([C:6]1(C)C)[CH2:4][CH:3]([C:10]1([CH:20]3CC4CC(C4(C)C)=C3C)[CH2:15]C3CC(C3(C)C)=[C:11]1C)[C:2]=2C.C(OC1C(OC(=O)C)=C(I)C=CC=1)(=[O:33])C. Product: [C:10]([CH:3]1[CH2:4][CH2:5][C:6](=[O:33])[CH2:1][CH2:2]1)([CH3:20])([CH3:15])[CH3:11]. The catalyst class is: 53. (5) Reactant: Cl.[N:2]1[CH:7]=[CH:6][CH:5]=[CH:4][C:3]=1[N:8]([CH2:32][CH2:33][C:34]([O:36]CC)=[O:35])[C:9]([C:11]1[CH:31]=[CH:30][C:14]2[N:15]([CH3:29])[C:16]([CH2:18][NH:19][C:20]3[N:21]=[CH:22][C:23]([C:26](=[NH:28])[NH2:27])=[N:24][CH:25]=3)=[N:17][C:13]=2[CH:12]=1)=[O:10].[OH-].[Na+]. The catalyst class is: 5. Product: [N:2]1[CH:7]=[CH:6][CH:5]=[CH:4][C:3]=1[N:8]([CH2:32][CH2:33][C:34]([OH:36])=[O:35])[C:9]([C:11]1[CH:31]=[CH:30][C:14]2[N:15]([CH3:29])[C:16]([CH2:18][NH:19][C:20]3[N:21]=[CH:22][C:23]([C:26](=[NH:27])[NH2:28])=[N:24][CH:25]=3)=[N:17][C:13]=2[CH:12]=1)=[O:10]. (6) Reactant: Cl[C:2]1[N:7]=[CH:6][N:5]=[C:4]([NH2:8])[C:3]=1[C:9]1[O:10][C:11]([CH3:14])=[CH:12][N:13]=1.[NH2:15][C@H:16]([C:19]1[N:28]([CH:29]2[CH2:31][CH2:30]2)[C:27](=[O:32])[C:26]2[C:21](=[CH:22][CH:23]=[CH:24][C:25]=2[Cl:33])[N:20]=1)[CH2:17][CH3:18].CCN(C(C)C)C(C)C. Product: [NH2:8][C:4]1[N:5]=[CH:6][N:7]=[C:2]([NH:15][C@H:16]([C:19]2[N:28]([CH:29]3[CH2:30][CH2:31]3)[C:27](=[O:32])[C:26]3[C:21](=[CH:22][CH:23]=[CH:24][C:25]=3[Cl:33])[N:20]=2)[CH2:17][CH3:18])[C:3]=1[C:9]1[O:10][C:11]([CH3:14])=[CH:12][N:13]=1. The catalyst class is: 114. (7) Reactant: [CH3:1][O:2][C:3](=[O:19])[CH2:4][C:5]1[CH:10]=[CH:9][C:8]([C:11]([F:14])([F:13])[F:12])=[CH:7][C:6]=1[NH:15]C(=O)C.[N:20](OC(C)(C)C)=O.O. Product: [CH3:1][O:2][C:3]([C:4]1[C:5]2[C:6](=[CH:7][C:8]([C:11]([F:14])([F:13])[F:12])=[CH:9][CH:10]=2)[NH:15][N:20]=1)=[O:19]. The catalyst class is: 15. (8) Reactant: BrC1C(N2CCN(CC3C=NC=CC=3)CC2)=C2N=C(C3C=CC(CN)=CC=3)NC2=NC=1.[Cl:32][C:33]1[C:34]([N:61]2[CH2:66][CH2:65][N:64]([CH2:67][C:68]3[CH:69]=[N:70][CH:71]=[CH:72][CH:73]=3)[CH2:63][CH2:62]2)=[C:35]2[N:41]=[C:40]([C:42]3[CH:47]=[CH:46][C:45]([N:48]4[CH2:53][CH2:52][N:51](C(OC(C)(C)C)=O)[CH2:50][CH2:49]4)=[CH:44][CH:43]=3)[NH:39][C:36]2=[N:37][CH:38]=1.C(O)(C(F)(F)F)=O. Product: [Cl:32][C:33]1[C:34]([N:61]2[CH2:62][CH2:63][N:64]([CH2:67][C:68]3[CH:69]=[N:70][CH:71]=[CH:72][CH:73]=3)[CH2:65][CH2:66]2)=[C:35]2[N:41]=[C:40]([C:42]3[CH:43]=[CH:44][C:45]([N:48]4[CH2:53][CH2:52][NH:51][CH2:50][CH2:49]4)=[CH:46][CH:47]=3)[NH:39][C:36]2=[N:37][CH:38]=1. The catalyst class is: 2. (9) Reactant: S(Cl)([Cl:3])=O.[Cl:5][C:6]1[CH:11]=[C:10]([O:12][CH3:13])[CH:9]=[CH:8][C:7]=1[CH:14](O)[CH3:15]. Product: [Cl:5][C:6]1[CH:11]=[C:10]([O:12][CH3:13])[CH:9]=[CH:8][C:7]=1[CH:14]([Cl:3])[CH3:15]. The catalyst class is: 2. (10) Reactant: [C:1]([O:5][C:6]([C:8]1[CH:13]=[CH:12][C:11]([N:14]2[CH2:19][CH2:18][N:17]([CH3:20])[CH2:16][CH2:15]2)=[CH:10][C:9]=1[NH:21][CH:22]1[CH2:27][CH2:26][N:25]([C:28]([O:30][CH2:31][CH3:32])=[O:29])[CH2:24][CH2:23]1)=[O:7])([CH3:4])([CH3:3])[CH3:2].C(N(CC)CC)C.[F:40][C:41]([F:52])([F:51])[C:42](O[C:42](=[O:43])[C:41]([F:52])([F:51])[F:40])=[O:43]. Product: [C:1]([O:5][C:6]([C:8]1[CH:13]=[CH:12][C:11]([N:14]2[CH2:15][CH2:16][N:17]([CH3:20])[CH2:18][CH2:19]2)=[CH:10][C:9]=1[N:21]([C:42](=[O:43])[C:41]([F:52])([F:51])[F:40])[CH:22]1[CH2:23][CH2:24][N:25]([C:28]([O:30][CH2:31][CH3:32])=[O:29])[CH2:26][CH2:27]1)=[O:7])([CH3:3])([CH3:4])[CH3:2]. The catalyst class is: 4.